This data is from Reaction yield outcomes from USPTO patents with 853,638 reactions. The task is: Predict the reaction yield, written as a fraction of the theoretical maximum amount of product (1.0 means a 100% yield; for example, 0.34 means a 34% yield). (1) The reactants are C(OC(=O)[C:5]([CH2:11][C:12]1([C:15]2[CH:20]=[C:19]([F:21])[CH:18]=[CH:17][C:16]=2[O:22][CH3:23])[CH2:14][CH2:13]1)([OH:10])[C:6]([F:9])([F:8])[F:7])C.[H-].[Al+3].[Li+].[H-].[H-].[H-]. The catalyst is C1COCC1. The product is [F:9][C:6]([F:7])([F:8])[C:5](=[O:10])[CH2:11][C:12]1([C:15]2[CH:20]=[C:19]([F:21])[CH:18]=[CH:17][C:16]=2[O:22][CH3:23])[CH2:13][CH2:14]1. The yield is 0.780. (2) The reactants are [CH3:1][O:2][C:3](=[O:14])[C:4]1[CH:9]=[CH:8][C:7]([CH:10]=[O:11])=[C:6]([O:12][CH3:13])[CH:5]=1.O.CC(=CC)C.[O-:21]Cl=O.[Na+]. The catalyst is C(O)(C)(C)C.C(Cl)Cl. The product is [CH3:1][O:2][C:3](=[O:14])[C:4]1[CH:9]=[CH:8][C:7]([C:10]([OH:21])=[O:11])=[C:6]([O:12][CH3:13])[CH:5]=1. The yield is 0.470. (3) The reactants are Br[CH2:2][C@H:3]1[CH2:7][CH2:6][C@H:5]([CH2:8][CH2:9][C:10]2[CH:15]=[C:14]([F:16])[CH:13]=[CH:12][C:11]=2[O:17][CH3:18])[O:4]1.[Na+].[I-].[NH:21]1[CH2:26][CH2:25][O:24][CH2:23][CH2:22]1.C([O-])(O)=O.[Na+]. The catalyst is C1COCC1.CS(C)=O. The product is [O:24]1[CH2:25][CH2:26][N:21]([CH2:2][C@H:3]2[CH2:7][CH2:6][C@H:5]([CH2:8][CH2:9][C:10]3[CH:15]=[C:14]([F:16])[CH:13]=[CH:12][C:11]=3[O:17][CH3:18])[O:4]2)[CH2:22][CH2:23]1. The yield is 0.660.